Predict the product of the given reaction. From a dataset of Forward reaction prediction with 1.9M reactions from USPTO patents (1976-2016). (1) Given the reactants [O:1]=[S:2]1(=[O:36])[CH2:7][CH2:6][N:5]([C:8]2[CH:13]=[CH:12][C:11]([C:14]3[S:18][C:17]([C:19]4[CH:24]=[CH:23][C:22]([F:25])=[CH:21][N:20]=4)=[N:16][C:15]=3[C@@H:26]3[CH2:31][CH2:30][C@H:29]([F:32])[CH2:28][C@H:27]3[C:33](O)=[O:34])=[CH:10][CH:9]=2)[CH2:4][CH2:3]1.CCN(C(C)C)C(C)C.C(C1C=C(C(C)C)C=C(C(C)C)C=1S(Cl)(=O)=O)(C)C.Cl.[NH2:66][C@@H:67]([CH3:70])[C:68]#[N:69], predict the reaction product. The product is: [C:68]([CH:67]([NH:66][C:33]([C@@H:27]1[CH2:28][C@@H:29]([F:32])[CH2:30][CH2:31][C@H:26]1[C:15]1[N:16]=[C:17]([C:19]2[CH:24]=[CH:23][C:22]([F:25])=[CH:21][N:20]=2)[S:18][C:14]=1[C:11]1[CH:12]=[CH:13][C:8]([N:5]2[CH2:4][CH2:3][S:2](=[O:36])(=[O:1])[CH2:7][CH2:6]2)=[CH:9][CH:10]=1)=[O:34])[CH3:70])#[N:69]. (2) Given the reactants [CH3:1][O:2][C:3]1[CH:4]=[C:5]([C:11]2[CH:16]=[CH:15][CH:14]=[CH:13][C:12]=2[NH:17][C:18](=[O:28])[CH:19]([OH:27])[C:20]2[CH:25]=[CH:24][C:23]([CH3:26])=[CH:22][CH:21]=2)[CH:6]=[CH:7][C:8]=1[O:9][CH3:10].[CH2:29](N(CC)CC)C.CS(Cl)(=O)=O.O, predict the reaction product. The product is: [CH3:1][O:2][C:3]1[CH:4]=[C:5]([C:11]2[CH:16]=[CH:15][CH:14]=[CH:13][C:12]=2[NH:17][C:18](=[O:28])[CH:19]([O:27][CH3:29])[C:20]2[CH:21]=[CH:22][C:23]([CH3:26])=[CH:24][CH:25]=2)[CH:6]=[CH:7][C:8]=1[O:9][CH3:10].